This data is from Forward reaction prediction with 1.9M reactions from USPTO patents (1976-2016). The task is: Predict the product of the given reaction. Given the reactants [Cl:1][C:2]1[CH:7]=[CH:6][C:5]([C:8]2[C:12]3[CH:13]=[CH:14][C:15]([C:17]#[C:18][CH2:19][CH2:20][O:21][S:22]([CH3:25])(=[O:24])=[O:23])=[CH:16][C:11]=3[S:10][N:9]=2)=[CH:4][CH:3]=1, predict the reaction product. The product is: [Cl:1][C:2]1[CH:7]=[CH:6][C:5]([C:8]2[C:12]3[CH:13]=[CH:14][C:15]([CH2:17][CH2:18][CH2:19][CH2:20][O:21][S:22]([CH3:25])(=[O:24])=[O:23])=[CH:16][C:11]=3[S:10][N:9]=2)=[CH:4][CH:3]=1.